Dataset: NCI-60 drug combinations with 297,098 pairs across 59 cell lines. Task: Regression. Given two drug SMILES strings and cell line genomic features, predict the synergy score measuring deviation from expected non-interaction effect. (1) Drug 1: C1=NC2=C(N=C(N=C2N1C3C(C(C(O3)CO)O)O)F)N. Drug 2: CCC1(C2=C(COC1=O)C(=O)N3CC4=CC5=C(C=CC(=C5CN(C)C)O)N=C4C3=C2)O.Cl. Cell line: SW-620. Synergy scores: CSS=23.1, Synergy_ZIP=-6.52, Synergy_Bliss=-4.81, Synergy_Loewe=-20.4, Synergy_HSA=-5.24. (2) Drug 1: C1CCC(CC1)NC(=O)N(CCCl)N=O. Drug 2: CC1=C(C(CCC1)(C)C)C=CC(=CC=CC(=CC(=O)O)C)C. Cell line: SR. Synergy scores: CSS=39.1, Synergy_ZIP=-2.60, Synergy_Bliss=-7.09, Synergy_Loewe=-14.0, Synergy_HSA=-8.69. (3) Drug 1: CC(CN1CC(=O)NC(=O)C1)N2CC(=O)NC(=O)C2. Drug 2: C1CN(CCN1C(=O)CCBr)C(=O)CCBr. Cell line: IGROV1. Synergy scores: CSS=38.0, Synergy_ZIP=-11.1, Synergy_Bliss=-2.02, Synergy_Loewe=1.70, Synergy_HSA=3.17. (4) Drug 1: C1=NC2=C(N=C(N=C2N1C3C(C(C(O3)CO)O)O)F)N. Drug 2: C1C(C(OC1N2C=NC(=NC2=O)N)CO)O. Cell line: SK-MEL-5. Synergy scores: CSS=2.47, Synergy_ZIP=-0.158, Synergy_Bliss=-0.584, Synergy_Loewe=-1.80, Synergy_HSA=-2.06.